From a dataset of Reaction yield outcomes from USPTO patents with 853,638 reactions. Predict the reaction yield, written as a fraction of the theoretical maximum amount of product (1.0 means a 100% yield; for example, 0.34 means a 34% yield). The reactants are [C:1]([C:3]1[CH:4]=[N:5][CH:6]=[C:7]([CH:20]=1)[C:8]([N:10]=[S:11]([CH3:19])(=[O:18])[C:12]1[CH:17]=[CH:16][CH:15]=[CH:14][CH:13]=1)=[O:9])#[CH:2].Br[C:22]1[S:26][C:25]([NH:27][C:28](=[O:35])[C:29]2[CH:34]=[CH:33][CH:32]=[CH:31][CH:30]=2)=[N:24][CH:23]=1. No catalyst specified. The product is [C:28]([NH:27][C:25]1[S:26][C:22]([C:2]#[C:1][C:3]2[CH:4]=[N:5][CH:6]=[C:7]([CH:20]=2)[C:8]([N:10]=[S:11]([CH3:19])(=[O:18])[C:12]2[CH:13]=[CH:14][CH:15]=[CH:16][CH:17]=2)=[O:9])=[CH:23][N:24]=1)(=[O:35])[C:29]1[CH:30]=[CH:31][CH:32]=[CH:33][CH:34]=1. The yield is 0.260.